This data is from NCI-60 drug combinations with 297,098 pairs across 59 cell lines. The task is: Regression. Given two drug SMILES strings and cell line genomic features, predict the synergy score measuring deviation from expected non-interaction effect. (1) Drug 1: C1=C(C(=O)NC(=O)N1)N(CCCl)CCCl. Drug 2: CN(CC1=CN=C2C(=N1)C(=NC(=N2)N)N)C3=CC=C(C=C3)C(=O)NC(CCC(=O)O)C(=O)O. Cell line: SK-MEL-2. Synergy scores: CSS=22.7, Synergy_ZIP=-5.88, Synergy_Bliss=0.870, Synergy_Loewe=-11.0, Synergy_HSA=-1.20. (2) Drug 1: CC1=C(C(=CC=C1)Cl)NC(=O)C2=CN=C(S2)NC3=CC(=NC(=N3)C)N4CCN(CC4)CCO. Drug 2: CN(C(=O)NC(C=O)C(C(C(CO)O)O)O)N=O. Cell line: MDA-MB-435. Synergy scores: CSS=-1.58, Synergy_ZIP=5.56, Synergy_Bliss=7.47, Synergy_Loewe=0.261, Synergy_HSA=0.854. (3) Drug 1: CCC1=CC2CC(C3=C(CN(C2)C1)C4=CC=CC=C4N3)(C5=C(C=C6C(=C5)C78CCN9C7C(C=CC9)(C(C(C8N6C)(C(=O)OC)O)OC(=O)C)CC)OC)C(=O)OC.C(C(C(=O)O)O)(C(=O)O)O. Drug 2: CC12CCC3C(C1CCC2OP(=O)(O)O)CCC4=C3C=CC(=C4)OC(=O)N(CCCl)CCCl.[Na+]. Cell line: TK-10. Synergy scores: CSS=18.5, Synergy_ZIP=-8.17, Synergy_Bliss=-0.176, Synergy_Loewe=-13.0, Synergy_HSA=0.342. (4) Drug 1: C1CCC(C(C1)N)N.C(=O)(C(=O)[O-])[O-].[Pt+4]. Drug 2: C1C(C(OC1N2C=NC3=C2NC=NCC3O)CO)O. Cell line: IGROV1. Synergy scores: CSS=20.0, Synergy_ZIP=-6.84, Synergy_Bliss=-3.00, Synergy_Loewe=-5.14, Synergy_HSA=-2.53. (5) Drug 1: CC1C(C(CC(O1)OC2CC(CC3=C2C(=C4C(=C3O)C(=O)C5=C(C4=O)C(=CC=C5)OC)O)(C(=O)CO)O)N)O.Cl. Drug 2: CC12CCC3C(C1CCC2=O)CC(=C)C4=CC(=O)C=CC34C. Cell line: MCF7. Synergy scores: CSS=-5.30, Synergy_ZIP=2.01, Synergy_Bliss=0.536, Synergy_Loewe=-2.47, Synergy_HSA=-3.39.